Dataset: Forward reaction prediction with 1.9M reactions from USPTO patents (1976-2016). Task: Predict the product of the given reaction. Given the reactants [Cl:1][C:2]1[CH:3]=[C:4]2[N:11](COCC[Si](C)(C)C)[C:10]([O:20][C@H:21]3[C@H:25]4[O:26][CH2:27][C@@H:28]([OH:29])[C@H:24]4[O:23][CH2:22]3)=[N:9][C:5]2=[N:6][C:7]=1I.[F:30][C:31]1[CH:36]=[C:35](B(O)O)[CH:34]=[CH:33][C:32]=1[C:40]1[CH:45]=[CH:44][CH:43]=[CH:42][CH:41]=1.P([O-])([O-])([O-])=O.[K+].[K+].[K+], predict the reaction product. The product is: [Cl:1][C:2]1[CH:3]=[C:4]2[NH:11][C:10]([O:20][C@H:21]3[C@H:25]4[O:26][CH2:27][C@@H:28]([OH:29])[C@H:24]4[O:23][CH2:22]3)=[N:9][C:5]2=[N:6][C:7]=1[C:35]1[CH:34]=[CH:33][C:32]([C:40]2[CH:41]=[CH:42][CH:43]=[CH:44][CH:45]=2)=[C:31]([F:30])[CH:36]=1.